Dataset: Full USPTO retrosynthesis dataset with 1.9M reactions from patents (1976-2016). Task: Predict the reactants needed to synthesize the given product. (1) Given the product [CH3:47][O:46][CH2:45][CH2:44][CH2:43][CH2:42][N:1]1[C:5]2[CH:6]=[CH:7][CH:8]=[CH:9][C:4]=2[N:3]=[C:2]1[C:10]([N:12]([CH2:34][CH2:35][CH3:36])[C@H:13]1[CH2:18][C@@H:17]([C:19]([N:21]2[CH2:22][CH2:23][O:24][CH2:25][CH2:26]2)=[O:20])[CH2:16][N:15]([C:27]([O:29][C:30]([CH3:31])([CH3:33])[CH3:32])=[O:28])[CH2:14]1)=[O:11], predict the reactants needed to synthesize it. The reactants are: [NH:1]1[C:5]2[CH:6]=[CH:7][CH:8]=[CH:9][C:4]=2[N:3]=[C:2]1[C:10]([N:12]([CH2:34][CH2:35][CH3:36])[C@H:13]1[CH2:18][C@@H:17]([C:19]([N:21]2[CH2:26][CH2:25][O:24][CH2:23][CH2:22]2)=[O:20])[CH2:16][N:15]([C:27]([O:29][C:30]([CH3:33])([CH3:32])[CH3:31])=[O:28])[CH2:14]1)=[O:11].CS(O[CH2:42][CH2:43][CH2:44][CH2:45][O:46][CH3:47])(=O)=O.C(=O)([O-])[O-].[Cs+].[Cs+]. (2) Given the product [CH:18]([O:21][C:2]1[CH:7]=[CH:6][C:5]([N+:8]([O-:10])=[O:9])=[CH:4][N:3]=1)([CH3:20])[CH3:19], predict the reactants needed to synthesize it. The reactants are: Cl[C:2]1[CH:7]=[CH:6][C:5]([N+:8]([O-:10])=[O:9])=[CH:4][N:3]=1.CN(C=O)C.[H-].[Na+].[CH:18]([OH:21])([CH3:20])[CH3:19]. (3) Given the product [NH2:1][C:6]1[CH:7]=[CH:8][CH:9]=[CH:10][C:5]=1[C:4]([NH:21][O:20][CH2:19][CH2:18][OH:17])=[O:11], predict the reactants needed to synthesize it. The reactants are: [NH:1]1[C:6]2[CH:7]=[CH:8][CH:9]=[CH:10][C:5]=2[C:4](=[O:11])OC1=O.S([O:17][CH2:18][CH2:19][O:20][NH2:21])(O)(=O)=O. (4) Given the product [CH2:6]1[C:5]2[C:10](=[CH:1][CH:2]=[CH:3][CH:4]=2)[CH2:9][C@H:17]([OH:23])[C@@H:16]1[OH:15], predict the reactants needed to synthesize it. The reactants are: [CH2:1]1[C:10]2[C:5](=[CH:6]C=C[CH:9]=2)[CH2:4][CH:3]=[CH:2]1.C[N+]1([O-])[CH2:17][CH2:16][O:15]CC1.CC([OH:23])(C)C.[O-]S([O-])=O.[Na+].[Na+]. (5) Given the product [NH2:19][C:15]1[N:14]=[C:13]([C:12]2[S:11][C:10]([CH:20]3[CH2:21][CH2:22][O:23][CH2:24][CH2:25]3)=[N:9][C:8]=2[C:4]2[C:3]([F:26])=[C:2]([NH:1][S:33]([C:28]3[CH:29]=[CH:30][CH:31]=[CH:32][N:27]=3)(=[O:35])=[O:34])[CH:7]=[CH:6][CH:5]=2)[CH:18]=[CH:17][N:16]=1, predict the reactants needed to synthesize it. The reactants are: [NH2:1][C:2]1[C:3]([F:26])=[C:4]([C:8]2[N:9]=[C:10]([CH:20]3[CH2:25][CH2:24][O:23][CH2:22][CH2:21]3)[S:11][C:12]=2[C:13]2[CH:18]=[CH:17][N:16]=[C:15]([NH2:19])[N:14]=2)[CH:5]=[CH:6][CH:7]=1.[N:27]1[CH:32]=[CH:31][CH:30]=[CH:29][C:28]=1[S:33]([O-:35])=[O:34].[Na+].